Dataset: Catalyst prediction with 721,799 reactions and 888 catalyst types from USPTO. Task: Predict which catalyst facilitates the given reaction. (1) Reactant: [C:1]([C:5]1[CH:6]=[C:7]([NH:23][C:24]([NH:26][C:27]2[CH:32]=[CH:31][C:30]([O:33][C:34]3[CH:39]=[C:38](Cl)[N:37]=[CH:36][N:35]=3)=[CH:29][CH:28]=2)=[O:25])[N:8]([C:10]2[CH:15]=[CH:14][C:13]([CH2:16][N:17]3[CH2:22][CH2:21][O:20][CH2:19][CH2:18]3)=[CH:12][CH:11]=2)[N:9]=1)([CH3:4])([CH3:3])[CH3:2].[N-:41]=[N+:42]=[N-:43].[Na+]. Product: [N:41]([C:38]1[N:37]=[CH:36][N:35]=[C:34]([O:33][C:30]2[CH:31]=[CH:32][C:27]([NH:26][C:24]([NH:23][C:7]3[N:8]([C:10]4[CH:15]=[CH:14][C:13]([CH2:16][N:17]5[CH2:22][CH2:21][O:20][CH2:19][CH2:18]5)=[CH:12][CH:11]=4)[N:9]=[C:5]([C:1]([CH3:4])([CH3:3])[CH3:2])[CH:6]=3)=[O:25])=[CH:28][CH:29]=2)[CH:39]=1)=[N+:42]=[N-:43]. The catalyst class is: 3. (2) Product: [OH:21][CH:15]([CH2:14][CH2:13][C:4]1[CH:5]=[CH:6][C:7]([O:11][CH3:12])=[C:8]([O:9][CH3:10])[C:3]=1[O:2][CH3:1])[CH2:16][C:17]([O:19][CH3:20])=[O:18]. Reactant: [CH3:1][O:2][C:3]1[C:8]([O:9][CH3:10])=[C:7]([O:11][CH3:12])[CH:6]=[CH:5][C:4]=1[CH2:13][CH2:14][C:15](=[O:21])[CH2:16][C:17]([O:19][CH3:20])=[O:18].[BH4-].[Na+]. The catalyst class is: 5. (3) Reactant: [Br:1][CH2:2][CH2:3][CH2:4][CH2:5][CH2:6][CH2:7][S:8][CH2:9][CH:10]=O.C(O)(=O)C.[NH2:16][CH2:17][C@@H:18]([C:20]1[C:28]2[S:27][C:26](=[O:29])[NH:25][C:24]=2[C:23]([OH:30])=[CH:22][CH:21]=1)[OH:19].C(O[BH-](OC(=O)C)OC(=O)C)(=O)C.[Na+].[C:45](O[C:45]([O:47][C:48]([CH3:51])([CH3:50])[CH3:49])=[O:46])([O:47][C:48]([CH3:51])([CH3:50])[CH3:49])=[O:46]. The catalyst class is: 640. Product: [Br:1][CH2:2][CH2:3][CH2:4][CH2:5][CH2:6][CH2:7][S:8][CH2:9][CH2:10][N:16]([CH2:17][C@H:18]([OH:19])[C:20]1[C:28]2[S:27][C:26](=[O:29])[NH:25][C:24]=2[C:23]([OH:30])=[CH:22][CH:21]=1)[C:45](=[O:46])[O:47][C:48]([CH3:51])([CH3:50])[CH3:49]. (4) Reactant: [CH3:1][O:2][C:3]1[CH:11]=[CH:10][C:9]([N:12]2[CH:16]=[N:15][N:14]=[C:13]2[S:17][CH3:18])=[CH:8][C:4]=1[C:5]([OH:7])=O.Cl.Cl.[CH2:21]([O:23][CH2:24][CH2:25][N:26]1[C:30]2[CH:31]=[CH:32][CH:33]=[CH:34][C:29]=2[N:28]=[C:27]1[N:35]1[CH2:41][CH2:40][CH2:39][N:38]([CH2:42][CH2:43][C@:44]2([C:49]3[CH:54]=[CH:53][CH:52]=[CH:51][CH:50]=3)[CH2:48][CH2:47][NH:46][CH2:45]2)[CH2:37][CH2:36]1)[CH3:22].O.ON1C2C=CC=CC=2N=N1.CN(C)CCCN=C=NCC.C(N(C(C)C)CC)(C)C. Product: [CH2:21]([O:23][CH2:24][CH2:25][N:26]1[C:30]2[CH:31]=[CH:32][CH:33]=[CH:34][C:29]=2[N:28]=[C:27]1[N:35]1[CH2:41][CH2:40][CH2:39][N:38]([CH2:42][CH2:43][C@:44]2([C:49]3[CH:54]=[CH:53][CH:52]=[CH:51][CH:50]=3)[CH2:48][CH2:47][N:46]([C:5]([C:4]3[CH:8]=[C:9]([N:12]4[CH:16]=[N:15][N:14]=[C:13]4[S:17][CH3:18])[CH:10]=[CH:11][C:3]=3[O:2][CH3:1])=[O:7])[CH2:45]2)[CH2:37][CH2:36]1)[CH3:22]. The catalyst class is: 4. (5) Reactant: Cl[C:2]1[C:11]2[C:6](=[CH:7][C:8]([O:14][CH2:15][CH:16]3[CH2:21][CH2:20][N:19]([CH2:22][CH2:23][S:24]([CH3:27])(=[O:26])=[O:25])[CH2:18][CH2:17]3)=[C:9]([O:12][CH3:13])[CH:10]=2)[N:5]=[CH:4][N:3]=1.[OH:28][C:29]1[CH:38]=[C:37]2[C:32]([CH:33]=[CH:34][CH:35]=[N:36]2)=[CH:31][CH:30]=1.C(=O)([O-])[O-].[K+].[K+]. Product: [CH3:13][O:12][C:9]1[CH:10]=[C:11]2[C:6](=[CH:7][C:8]=1[O:14][CH2:15][CH:16]1[CH2:21][CH2:20][N:19]([CH2:22][CH2:23][S:24]([CH3:27])(=[O:26])=[O:25])[CH2:18][CH2:17]1)[N:5]=[CH:4][N:3]=[C:2]2[O:28][C:29]1[CH:38]=[C:37]2[C:32]([CH:33]=[CH:34][CH:35]=[N:36]2)=[CH:31][CH:30]=1. The catalyst class is: 3. (6) Reactant: [C:1]([N:4]1[C:13]2[C:8](=[CH:9][C:10]([C:14]3[CH:15]=[N:16][N:17]([CH2:19][CH2:20][N:21](C)[C:22](=[O:28])[O:23]C(C)(C)C)[CH:18]=3)=[CH:11][CH:12]=2)[C@H:7]([NH:30][C:31]2[CH:36]=[CH:35][N:34]=[CH:33][CH:32]=2)[CH2:6][C@@H:5]1[CH3:37])(=[O:3])[CH3:2].FC(F)(F)C(O)=O. Product: [CH:22]([OH:28])=[O:23].[C:1]([N:4]1[C:13]2[C:8](=[CH:9][C:10]([C:14]3[CH:15]=[N:16][N:17]([CH2:19][CH2:20][NH:21][CH3:22])[CH:18]=3)=[CH:11][CH:12]=2)[C@H:7]([NH:30][C:31]2[CH:36]=[CH:35][N:34]=[CH:33][CH:32]=2)[CH2:6][C@@H:5]1[CH3:37])(=[O:3])[CH3:2]. The catalyst class is: 4.